Task: Predict the product of the given reaction.. Dataset: Forward reaction prediction with 1.9M reactions from USPTO patents (1976-2016) (1) Given the reactants Cl[C:2]1[N:7]=[C:6]([NH:8][CH:9]2[CH2:26][CH2:25][C:12]3([CH2:17][CH2:16][N:15](C(OC(C)(C)C)=O)[CH2:14][CH2:13]3)[CH2:11][CH2:10]2)[C:5]([Cl:27])=[CH:4][N:3]=1.Cl.[CH3:29][N:30]1[CH:34]=[C:33]([NH2:35])[C:32]([CH3:36])=[N:31]1.FC(F)(F)C(O)=O, predict the reaction product. The product is: [Cl:27][C:5]1[C:6]([NH:8][CH:9]2[CH2:26][CH2:25][C:12]3([CH2:13][CH2:14][NH:15][CH2:16][CH2:17]3)[CH2:11][CH2:10]2)=[N:7][C:2]([NH:35][C:33]2[C:32]([CH3:36])=[N:31][N:30]([CH3:29])[CH:34]=2)=[N:3][CH:4]=1. (2) Given the reactants Cl[C:2]1[C:11]2[C:6](=[CH:7][CH:8]=[CH:9][CH:10]=2)[CH:5]=[C:4]([NH:12][C:13]2[CH:17]=[CH:16][NH:15][N:14]=2)[N:3]=1.[F:18][C:19]1[CH:24]=[CH:23][C:22]([OH:25])=[CH:21][CH:20]=1, predict the reaction product. The product is: [F:18][C:19]1[CH:24]=[CH:23][C:22]([O:25][C:2]2[C:11]3[C:6](=[CH:7][CH:8]=[CH:9][CH:10]=3)[CH:5]=[C:4]([NH:12][C:13]3[CH:17]=[CH:16][NH:15][N:14]=3)[N:3]=2)=[CH:21][CH:20]=1. (3) Given the reactants [I:1][C:2]1[CH:3]=[C:4]2[C:9](=[CH:10][CH:11]=1)[N:8]=[C:7]([C:12]([O:14]C1C=CC([N+]([O-])=O)=CC=1)=O)[CH:6]=[N:5]2.[CH2:24]([NH:26][CH2:27][CH2:28][NH:29]C(=O)C1C=CN=C(F)C=1)[CH3:25], predict the reaction product. The product is: [CH2:24]([NH:26][CH2:27][CH2:28][NH:29][C:12]([C:7]1[CH:6]=[N:5][C:4]2[C:9](=[CH:10][CH:11]=[C:2]([I:1])[CH:3]=2)[N:8]=1)=[O:14])[CH3:25]. (4) The product is: [OH:8][CH:4]1[CH2:5][CH2:6][CH2:7][CH:2]([NH:1][C:12]2[C:17]([C:18]#[N:19])=[CH:16][N:15]=[C:14]([S:20][CH3:21])[N:13]=2)[C:3]1([CH3:10])[CH3:9]. Given the reactants [NH2:1][CH:2]1[CH2:7][CH2:6][CH2:5][CH:4]([OH:8])[C:3]1([CH3:10])[CH3:9].Cl[C:12]1[C:17]([C:18]#[N:19])=[CH:16][N:15]=[C:14]([S:20][CH3:21])[N:13]=1.CCN(C(C)C)C(C)C, predict the reaction product. (5) Given the reactants [CH2:1]([NH2:8])[CH2:2][CH2:3][CH2:4][CH2:5][CH2:6][CH3:7].C(N(C(C)C)C(C)C)C1C=CC=CC=1.[C:23]1([CH2:29][C:30](Cl)=[O:31])[CH:28]=[CH:27][CH:26]=[CH:25][CH:24]=1, predict the reaction product. The product is: [CH2:1]([NH:8][C:30](=[O:31])[CH2:29][C:23]1[CH:28]=[CH:27][CH:26]=[CH:25][CH:24]=1)[CH2:2][CH2:3][CH2:4][CH2:5][CH2:6][CH3:7].